Task: Binary Classification. Given a drug SMILES string, predict its activity (active/inactive) in a high-throughput screening assay against a specified biological target.. Dataset: KCNQ2 potassium channel screen with 302,405 compounds (1) The compound is S(=O)(=O)(CCC(=O)Nc1oc(nn1)c1c(cc(cc1)C)C)c1ccc(F)cc1. The result is 0 (inactive). (2) The compound is Fc1c(cccc1)/C=N\NC(=O)COCC(=O)N\N=C\c1c(F)cccc1. The result is 0 (inactive). (3) The drug is O1CCN(CCCNC(=O)C(=O)NCc2ccccc2)CC1. The result is 0 (inactive).